From a dataset of Peptide-MHC class II binding affinity with 134,281 pairs from IEDB. Regression. Given a peptide amino acid sequence and an MHC pseudo amino acid sequence, predict their binding affinity value. This is MHC class II binding data. (1) The peptide sequence is ERFAVNPGLLETSEGCR. The MHC is HLA-DPA10201-DPB10101 with pseudo-sequence HLA-DPA10201-DPB10101. The binding affinity (normalized) is 0.0978. (2) The peptide sequence is GLAFQEMENFLGPIA. The MHC is HLA-DQA10201-DQB10303 with pseudo-sequence HLA-DQA10201-DQB10303. The binding affinity (normalized) is 0.320. (3) The peptide sequence is FGTMPSLTLACLTKQ. The MHC is DRB1_0901 with pseudo-sequence DRB1_0901. The binding affinity (normalized) is 0.707. (4) The peptide sequence is IQGNVTSIHSLLDEG. The MHC is DRB1_1201 with pseudo-sequence DRB1_1201. The binding affinity (normalized) is 0.561. (5) The peptide sequence is PCVFIKRVSNVIIHG. The MHC is DRB1_0802 with pseudo-sequence DRB1_0802. The binding affinity (normalized) is 0.658.